Dataset: Full USPTO retrosynthesis dataset with 1.9M reactions from patents (1976-2016). Task: Predict the reactants needed to synthesize the given product. (1) Given the product [CH3:1][O:2][C:3]1[C:4]([CH3:20])=[C:5]([NH:13][C:14](=[O:19])[C:15]([CH3:16])([CH3:18])[CH3:17])[CH:6]=[CH:7][C:8]=1[O:9][CH2:10][O:11][CH3:12], predict the reactants needed to synthesize it. The reactants are: [CH3:1][O:2][C:3]1[CH:4]=[C:5]([NH:13][C:14](=[O:19])[C:15]([CH3:18])([CH3:17])[CH3:16])[CH:6]=[CH:7][C:8]=1[O:9][CH2:10][O:11][CH3:12].[CH2:20]([Li])CCC.CI.O. (2) Given the product [CH3:22][O:23][C:24](=[O:29])[CH2:25][CH2:26][CH2:27][N:17]1[CH2:16][CH2:15][N:14]([C:11]2[CH:10]=[CH:9][C:8]([O:7][C:6]3[CH:20]=[CH:21][C:3]([I:2])=[CH:4][CH:5]=3)=[CH:13][CH:12]=2)[CH2:19][CH2:18]1, predict the reactants needed to synthesize it. The reactants are: Cl.[I:2][C:3]1[CH:21]=[CH:20][C:6]([O:7][C:8]2[CH:13]=[CH:12][C:11]([N:14]3[CH2:19][CH2:18][NH:17][CH2:16][CH2:15]3)=[CH:10][CH:9]=2)=[CH:5][CH:4]=1.[CH3:22][O:23][C:24](=[O:29])[CH2:25][CH2:26][CH2:27]Br. (3) Given the product [F:12][C:10]([F:13])([F:11])[C:8]1[CH:7]=[C:6]([C@H:14]([O:16][C@H:17]2[CH2:22][CH2:21][N:20]([C:42]([NH:41][CH3:40])=[O:43])[CH2:19][C@H:18]2[C:23]2[CH:28]=[CH:27][CH:26]=[CH:25][CH:24]=2)[CH3:15])[CH:5]=[C:4]([C:3]([F:29])([F:2])[F:30])[CH:9]=1, predict the reactants needed to synthesize it. The reactants are: Cl.[F:2][C:3]([F:30])([F:29])[C:4]1[CH:5]=[C:6]([C@H:14]([O:16][C@H:17]2[CH2:22][CH2:21][NH:20][CH2:19][C@H:18]2[C:23]2[CH:28]=[CH:27][CH:26]=[CH:25][CH:24]=2)[CH3:15])[CH:7]=[C:8]([C:10]([F:13])([F:12])[F:11])[CH:9]=1.CCN(C(C)C)C(C)C.[CH3:40][N:41]=[C:42]=[O:43].O. (4) Given the product [Cl:24][C:19]1[CH:20]=[CH:21][CH:22]=[CH:23][C:18]=1[CH:17]([C:25]1[CH:30]=[CH:29][CH:28]=[CH:27][C:26]=1[Cl:31])[C:14]1[S:13][C:12]([C:10]([NH:9][C@@H:5]([CH2:4][CH2:3][CH2:2][NH:1][C:43](=[NH:46])[CH3:44])[C:6]([OH:8])=[O:7])=[O:11])=[CH:16][CH:15]=1.[C:32]([OH:38])([C:34]([F:37])([F:36])[F:35])=[O:33], predict the reactants needed to synthesize it. The reactants are: [NH2:1][CH2:2][CH2:3][CH2:4][C@H:5]([NH:9][C:10]([C:12]1[S:13][C:14]([CH:17]([C:25]2[CH:30]=[CH:29][CH:28]=[CH:27][C:26]=2[Cl:31])[C:18]2[CH:23]=[CH:22][CH:21]=[CH:20][C:19]=2[Cl:24])=[CH:15][CH:16]=1)=[O:11])[C:6]([OH:8])=[O:7].[C:32]([OH:38])([C:34]([F:37])([F:36])[F:35])=[O:33].C(O)C.Cl.[C:43](=[NH:46])(O)[CH3:44].